From a dataset of Forward reaction prediction with 1.9M reactions from USPTO patents (1976-2016). Predict the product of the given reaction. (1) Given the reactants [C:1](N1C=CN=C1)(N1C=CN=C1)=[O:2].[F:13][CH:14]([F:55])[C:15]1[N:19]([C:20]2[N:25]=[C:24]([NH:26][CH:27]3[CH2:32][CH2:31][N:30]([C:33]([O:35][C:36]([CH3:39])([CH3:38])[CH3:37])=[O:34])[CH2:29][CH2:28]3)[C:23]([N+:40]([O-])=O)=[C:22]([N:43]3[CH2:48][CH2:47][O:46][CH2:45][CH2:44]3)[N:21]=2)[C:18]2[CH:49]=[CH:50][CH:51]=[C:52]([O:53][CH3:54])[C:17]=2[N:16]=1, predict the reaction product. The product is: [F:13][CH:14]([F:55])[C:15]1[N:19]([C:20]2[N:25]=[C:24]3[C:23]([NH:40][C:1](=[O:2])[N:26]3[CH:27]3[CH2:32][CH2:31][N:30]([C:33]([O:35][C:36]([CH3:39])([CH3:38])[CH3:37])=[O:34])[CH2:29][CH2:28]3)=[C:22]([N:43]3[CH2:48][CH2:47][O:46][CH2:45][CH2:44]3)[N:21]=2)[C:18]2[CH:49]=[CH:50][CH:51]=[C:52]([O:53][CH3:54])[C:17]=2[N:16]=1. (2) Given the reactants [F:1][C:2]([F:9])([F:8])[C:3]1[CH:7]=[CH:6][NH:5][N:4]=1.N12CCN(CC1)CC2.[CH3:18][N:19]([CH3:24])[S:20](Cl)(=[O:22])=[O:21], predict the reaction product. The product is: [CH3:18][N:19]([CH3:24])[S:20]([N:5]1[CH:6]=[CH:7][C:3]([C:2]([F:9])([F:8])[F:1])=[N:4]1)(=[O:22])=[O:21]. (3) The product is: [OH:9][NH:10][C:11](=[O:12])/[CH:13]=[CH:14]/[C:15]1[CH:16]=[CH:17][C:18](/[CH:21]=[CH:22]/[C:23](=[O:25])[N:54]2[CH2:55][CH2:56][N:51]([C:45]3[CH:50]=[CH:49][CH:48]=[CH:47][CH:46]=3)[CH2:52][CH2:53]2)=[CH:19][N:20]=1. Given the reactants [Li+].[OH-].O1CCCCC1[O:9][NH:10][C:11](/[CH:13]=[CH:14]/[C:15]1[N:20]=[CH:19][C:18](/[CH:21]=[CH:22]/[C:23]([O:25]CC)=O)=[CH:17][CH:16]=1)=[O:12].Cl.[NH4+].[OH-].C(Cl)CCl.C1C=CC2N(O)N=NC=2C=1.[C:45]1([N:51]2[CH2:56][CH2:55][NH:54][CH2:53][CH2:52]2)[CH:50]=[CH:49][CH:48]=[CH:47][CH:46]=1, predict the reaction product. (4) Given the reactants [C:1]([O:5][C:6](/[C:8](=[CH:13]\[C:14]1[CH:22]=[C:21]([F:23])[C:17]2[O:18][CH2:19][O:20][C:16]=2[CH:15]=1)/[C:9]([O:11][CH3:12])=[O:10])=[O:7])([CH3:4])([CH3:3])[CH3:2], predict the reaction product. The product is: [C:1]([O:5][C:6]([C@@H:8]([CH2:13][C:14]1[CH:22]=[C:21]([F:23])[C:17]2[O:18][CH2:19][O:20][C:16]=2[CH:15]=1)[C:9]([O:11][CH3:12])=[O:10])=[O:7])([CH3:4])([CH3:2])[CH3:3]. (5) The product is: [NH2:8][CH2:9][C@H:10]1[CH2:15][CH2:14][C@H:13]([CH2:16][C:17]([NH:19][C@H:20]([B:37]2[O:45][CH:44]3[C:39]([CH3:49])([CH:40]4[CH2:46][CH:42]([CH2:43]3)[C:41]4([CH3:48])[CH3:47])[O:38]2)[CH2:21][C:22]2[C:23]([O:35][CH3:36])=[C:24]([CH:32]=[CH:33][CH:34]=2)[C:25]([OH:27])=[O:26])=[O:18])[CH2:12][CH2:11]1. Given the reactants C(OC([NH:8][CH2:9][C@H:10]1[CH2:15][CH2:14][C@H:13]([CH2:16][C:17]([NH:19][C@H:20]([B:37]2[O:45][CH:44]3[C:39]([CH3:49])([CH:40]4[CH2:46][CH:42]([CH2:43]3)[C:41]4([CH3:48])[CH3:47])[O:38]2)[CH2:21][C:22]2[C:23]([O:35][CH3:36])=[C:24]([CH:32]=[CH:33][CH:34]=2)[C:25]([O:27]C(C)(C)C)=[O:26])=[O:18])[CH2:12][CH2:11]1)=O)(C)(C)C.Cl, predict the reaction product. (6) The product is: [CH3:18][N:19]1[CH2:22][CH2:5][C:6]2[O:10][CH:9]=[C:8]([C:11]([O:13][CH3:16])=[O:12])[C:7]=2[C:20]1=[O:21]. Given the reactants O=C1[C:7]2[C:8]([C:11]([OH:13])=[O:12])=[CH:9][O:10][C:6]=2[CH2:5]CN1.[H-].[Na+].[CH3:16]I.[CH3:18][N:19]([CH3:22])[CH:20]=[O:21], predict the reaction product. (7) Given the reactants [CH2:1]([O:8][C@@H:9]1[C@@H:47]([O:48][CH2:49][C:50]2[CH:55]=[CH:54][CH:53]=[CH:52][CH:51]=2)[C@@H:46]([O:56][C@@H:57]2[O:124][C@H:123]([CH2:125][O:126]C(=O)C3C=CC=CC=3)[C@@H:78]([O:79][C@@H:80]3[O:112][C@H:111]([CH2:113][O:114]C(=O)C4C=CC=CC=4)[C@@H:101]([O:102]C(=O)C4C=CC=CC=4)[C@H:91]([O:92]C(=O)C4C=CC=CC=4)[C@H:81]3[O:82]C(=O)C3C=CC=CC=3)[C@H:68]([O:69]C(=O)C3C=CC=CC=3)[C@H:58]2[O:59]C(=O)C2C=CC=CC=2)[C@@H:45]([CH2:135][O:136][CH2:137][C:138]2[CH:143]=[CH:142][CH:141]=[CH:140][CH:139]=2)[O:44][C@@H:10]1[O:11][C@H:12]1[C@H:16]([O:17][CH2:18][C:19]2[CH:24]=[CH:23][CH:22]=[CH:21][CH:20]=2)[CH2:15][N:14]([C:25]([O:27][CH2:28][C:29]2[CH:34]=[CH:33][CH:32]=[CH:31][CH:30]=2)=[O:26])[C@@H:13]1[CH2:35][O:36][CH2:37][C:38]1[CH:43]=[CH:42][CH:41]=[CH:40][CH:39]=1)[C:2]1[CH:7]=[CH:6][CH:5]=[CH:4][CH:3]=1.C(=O)([O-])[O-].[K+].[K+], predict the reaction product. The product is: [CH2:1]([O:8][C@@H:9]1[C@@H:47]([O:48][CH2:49][C:50]2[CH:55]=[CH:54][CH:53]=[CH:52][CH:51]=2)[C@@H:46]([O:56][C@@H:57]2[O:124][C@H:123]([CH2:125][OH:126])[C@@H:78]([O:79][C@@H:80]3[O:112][C@H:111]([CH2:113][OH:114])[C@@H:101]([OH:102])[C@H:91]([OH:92])[C@H:81]3[OH:82])[C@H:68]([OH:69])[C@H:58]2[OH:59])[C@@H:45]([CH2:135][O:136][CH2:137][C:138]2[CH:139]=[CH:140][CH:141]=[CH:142][CH:143]=2)[O:44][C@@H:10]1[O:11][C@H:12]1[C@H:16]([O:17][CH2:18][C:19]2[CH:24]=[CH:23][CH:22]=[CH:21][CH:20]=2)[CH2:15][N:14]([C:25]([O:27][CH2:28][C:29]2[CH:34]=[CH:33][CH:32]=[CH:31][CH:30]=2)=[O:26])[C@@H:13]1[CH2:35][O:36][CH2:37][C:38]1[CH:39]=[CH:40][CH:41]=[CH:42][CH:43]=1)[C:2]1[CH:7]=[CH:6][CH:5]=[CH:4][CH:3]=1.